This data is from Full USPTO retrosynthesis dataset with 1.9M reactions from patents (1976-2016). The task is: Predict the reactants needed to synthesize the given product. (1) Given the product [ClH:2].[CH3:17][C:12]1[C:11]2[CH2:10][NH:9][CH2:8][CH2:7][CH2:6][C:16]=2[CH:15]=[CH:14][CH:13]=1, predict the reactants needed to synthesize it. The reactants are: [Al+3].[Cl-:2].[Cl-].[Cl-].Br[CH2:6][CH2:7][CH2:8][NH:9][CH2:10][C:11]1[CH:16]=[CH:15][CH:14]=[CH:13][C:12]=1[CH3:17].Cl. (2) Given the product [NH2:16][C:15]1[N:5]([CH2:1][CH2:2][CH2:3][CH3:4])[C:6](=[O:18])[N:7]([CH:8]2[CH2:12][CH2:11][CH2:10][CH2:9]2)[C:13](=[O:17])[C:14]=1[C:30](=[S:31])[NH:29][CH2:32][C:37]1[CH:22]=[CH:45][C:44]([O:43][CH3:40])=[CH:35][CH:36]=1, predict the reactants needed to synthesize it. The reactants are: [CH2:1]([NH:5][C:6](=[O:18])[N:7]([C:13](=[O:17])[CH2:14][C:15]#[N:16])[CH:8]1[CH2:12][CH2:11][CH2:10][CH2:9]1)[CH2:2][CH2:3][CH3:4].[OH-].[Na+].N1C=CC(=O)N[C:22]1=O.[N:29]([C:32]1[CH:37]=[CH:36][C:35](OC)=CC=1)=[C:30]=[S:31].[C:40]([O:43][CH2:44][CH3:45])(=O)C. (3) The reactants are: [CH3:1][C:2]1[C:3]([C:9]#[N:10])=[N:4][CH:5]=[C:6]([CH3:8])[CH:7]=1.[CH2:11]([Mg]Br)[CH2:12][CH:13]([CH3:15])[CH3:14].[BH4-].[Na+].[NH4+].[Cl-]. Given the product [CH3:1][C:2]1[C:3]([CH:9]([NH2:10])[CH2:11][CH2:12][CH:13]([CH3:15])[CH3:14])=[N:4][CH:5]=[C:6]([CH3:8])[CH:7]=1, predict the reactants needed to synthesize it. (4) Given the product [CH3:20][O:19][C:14]1[CH:15]=[CH:16][CH:17]=[CH:18][C:13]=1[C:12]1[C:3]([CH2:2][N:24]2[CH2:28][CH2:27][CH2:26][CH2:25]2)=[C:4]2[C:9](=[CH:10][CH:11]=1)[NH:8][C:7]([CH3:22])([CH3:21])[CH:6]=[C:5]2[CH3:23], predict the reactants needed to synthesize it. The reactants are: Cl[CH2:2][C:3]1[C:12]([C:13]2[CH:18]=[CH:17][CH:16]=[CH:15][C:14]=2[O:19][CH3:20])=[CH:11][CH:10]=[C:9]2[C:4]=1[C:5]([CH3:23])=[CH:6][C:7]([CH3:22])([CH3:21])[NH:8]2.[NH:24]1[CH2:28][CH2:27][CH2:26][CH2:25]1.C(=O)([O-])[O-].[K+].[K+].